Dataset: Full USPTO retrosynthesis dataset with 1.9M reactions from patents (1976-2016). Task: Predict the reactants needed to synthesize the given product. (1) Given the product [Cl:1][C:2]1[CH:7]=[C:6]([NH2:8])[CH:5]=[N:4][C:3]=1[N:11]1[CH2:20][CH2:19][C:14]2([O:18][CH2:17][CH2:16][O:15]2)[CH2:13][CH2:12]1, predict the reactants needed to synthesize it. The reactants are: [Cl:1][C:2]1[C:3]([N:11]2[CH2:20][CH2:19][C:14]3([O:18][CH2:17][CH2:16][O:15]3)[CH2:13][CH2:12]2)=[N:4][CH:5]=[C:6]([N+:8]([O-])=O)[CH:7]=1.[Cl-].[NH4+].C(O)C.C(=O)([O-])[O-].[K+].[K+]. (2) Given the product [Cl:23][C:15]1[CH:16]=[C:17]([N+:20]([O-:22])=[O:21])[CH:18]=[CH:19][C:14]=1[O:13][C:12]1[CH:11]=[CH:10][CH:9]=[C:4]2[C:3]=1[CH2:2][N:29]([CH2:24][C:25]([CH3:28])([CH3:27])[CH3:26])[C:5]2=[O:7], predict the reactants needed to synthesize it. The reactants are: Br[CH2:2][C:3]1[C:12]([O:13][C:14]2[CH:19]=[CH:18][C:17]([N+:20]([O-:22])=[O:21])=[CH:16][C:15]=2[Cl:23])=[CH:11][CH:10]=[CH:9][C:4]=1[C:5]([O:7]C)=O.[CH2:24]([NH2:29])[C:25]([CH3:28])([CH3:27])[CH3:26].C(=O)([O-])[O-].[K+].[K+].C(#N)C. (3) Given the product [CH2:1]([N:8]([CH2:28][C@@H:29]([C:31]1[CH:36]=[CH:35][CH:34]=[C:33]([Cl:37])[CH:32]=1)[OH:30])[CH2:9][CH2:10][CH2:11][C:12]1[CH:13]=[CH:14][C:15]([S:18]([C:21]2[CH:22]=[C:23]([CH:24]=[CH:25][CH:26]=2)[O:27][CH2:45][C:46]([O:48][CH2:49][CH3:50])=[O:47])(=[O:19])=[O:20])=[CH:16][CH:17]=1)[C:2]1[CH:3]=[CH:4][CH:5]=[CH:6][CH:7]=1, predict the reactants needed to synthesize it. The reactants are: [CH2:1]([N:8]([CH2:28][C@@H:29]([C:31]1[CH:36]=[CH:35][CH:34]=[C:33]([Cl:37])[CH:32]=1)[OH:30])[CH2:9][CH2:10][CH2:11][C:12]1[CH:17]=[CH:16][C:15]([S:18]([C:21]2[CH:22]=[C:23]([OH:27])[CH:24]=[CH:25][CH:26]=2)(=[O:20])=[O:19])=[CH:14][CH:13]=1)[C:2]1[CH:7]=[CH:6][CH:5]=[CH:4][CH:3]=1.C(=O)([O-])[O-].[K+].[K+].Br[CH2:45][C:46]([O:48][CH2:49][CH3:50])=[O:47]. (4) Given the product [C:27]1([S:19]([C:4]2[CH:3]=[C:2]([Br:1])[CH:7]=[CH:6][C:5]=2[C:8]2[CH:13]=[CH:12][C:11]([Br:14])=[CH:10][C:9]=2[S:15]([C:2]2[CH:3]=[CH:4][CH:5]=[CH:6][CH:7]=2)(=[O:17])=[O:16])(=[O:21])=[O:20])[CH:32]=[CH:31][CH:30]=[CH:29][CH:28]=1, predict the reactants needed to synthesize it. The reactants are: [Br:1][C:2]1[CH:3]=[C:4]([S:19](Cl)(=[O:21])=[O:20])[C:5]([C:8]2[C:9]([S:15](Cl)(=[O:17])=[O:16])=[CH:10][C:11]([Br:14])=[CH:12][CH:13]=2)=[CH:6][CH:7]=1.[Cl-].[Al+3].[Cl-].[Cl-].[CH:27]1[CH:32]=[CH:31][CH:30]=[CH:29][CH:28]=1.Cl. (5) Given the product [Br:1][C:2]1[C:14]2[C:13]3[CH2:12][CH2:11][N:10]([C:15](=[O:24])[CH:16]([N:37]4[CH2:36][CH2:35][N:34]([C:40]([O:42][C:43]([CH3:46])([CH3:45])[CH3:44])=[O:41])[CH2:39][CH2:38]4)[C:17]4[CH:22]=[CH:21][CH:20]=[CH:19][CH:18]=4)[CH2:9][C:8]=3[CH:7]=[N:6][C:5]=2[NH:4][N:3]=1, predict the reactants needed to synthesize it. The reactants are: [Br:1][C:2]1[C:14]2[C:13]3[CH2:12][CH2:11][N:10]([C:15](=[O:24])[CH:16](Cl)[C:17]4[CH:22]=[CH:21][CH:20]=[CH:19][CH:18]=4)[CH2:9][C:8]=3[CH:7]=[N:6][C:5]=2[NH:4][N:3]=1.CCN(C(C)C)C(C)C.[N:34]1([C:40]([O:42][C:43]([CH3:46])([CH3:45])[CH3:44])=[O:41])[CH2:39][CH2:38][NH:37][CH2:36][CH2:35]1. (6) Given the product [P:47]([CH2:46][N:15]1[CH2:16][CH2:17][NH:18][CH2:19][CH2:20][N:21]([CH2:24][P:25]([OH:27])([OH:31])=[O:26])[CH2:22][CH2:23][NH:12][CH2:13][CH2:14]1)([OH:53])([OH:49])=[O:48], predict the reactants needed to synthesize it. The reactants are: C(OC(C[N:12]1[CH2:23][CH2:22][N:21]([CH2:24][P:25]([O:31]OCC)([O:27]OCC)=[O:26])[CH2:20][CH2:19][N:18](CC(OCC2C=CC=CC=2)=O)[CH2:17][CH2:16][N:15]([CH2:46][P:47]([O:53]OCC)([O:49]OCC)=[O:48])[CH2:14][CH2:13]1)=O)C1C=CC=CC=1. (7) Given the product [Cl:21][C:18]1[CH:19]=[CH:20][C:11]([NH:10][C:6]2[CH:5]=[C:4]3[C:9](=[CH:8][CH:7]=2)[N:1]([CH:22]2[CH2:24][CH2:23]2)[CH:2]=[CH:3]3)=[C:12]([CH:17]=1)[C:13]([O:15][CH3:16])=[O:14], predict the reactants needed to synthesize it. The reactants are: [NH:1]1[C:9]2[C:4](=[CH:5][C:6]([NH:10][C:11]3[CH:20]=[CH:19][C:18]([Cl:21])=[CH:17][C:12]=3[C:13]([O:15][CH3:16])=[O:14])=[CH:7][CH:8]=2)[CH:3]=[CH:2]1.[CH:22]1(B(O)O)[CH2:24][CH2:23]1.C(=O)([O-])[O-].[Na+].[Na+].[Cl-].[NH4+]. (8) Given the product [CH3:32][O:31][C:27]1[CH:26]=[CH:25][C:24]([N:33]2[CH2:38][CH2:37][N:36]([CH3:39])[CH2:35][CH2:34]2)=[C:23]2[C:28]=1[CH2:29][CH2:30][N:21]([C:19](=[O:20])[CH2:18][C:15]1[CH:14]=[CH:13][C:12]([NH:11][C:8](=[O:9])[CH2:7][C:1]3[CH:6]=[CH:5][CH:4]=[CH:3][CH:2]=3)=[CH:17][CH:16]=1)[CH2:22]2, predict the reactants needed to synthesize it. The reactants are: [C:1]1([CH2:7][C:8](Cl)=[O:9])[CH:6]=[CH:5][CH:4]=[CH:3][CH:2]=1.[NH2:11][C:12]1[CH:17]=[CH:16][C:15]([CH2:18][C:19]([N:21]2[CH2:30][CH2:29][C:28]3[C:23](=[C:24]([N:33]4[CH2:38][CH2:37][N:36]([CH3:39])[CH2:35][CH2:34]4)[CH:25]=[CH:26][C:27]=3[O:31][CH3:32])[CH2:22]2)=[O:20])=[CH:14][CH:13]=1.C(N(CC)CC)C.CO. (9) Given the product [CH:16]1([NH:15][C:8]2[C:7]3[C:12](=[CH:13][CH:14]=[C:5]([C:25]4[CH:26]=[C:21]([CH:22]=[CH:23][CH:24]=4)[CH:19]=[O:20])[CH:6]=3)[N:11]=[CH:10][N:9]=2)[CH2:18][CH2:17]1, predict the reactants needed to synthesize it. The reactants are: CCO.Br[C:5]1[CH:6]=[C:7]2[C:12](=[CH:13][CH:14]=1)[N:11]=[CH:10][N:9]=[C:8]2[NH:15][CH:16]1[CH2:18][CH2:17]1.[CH:19]([C:21]1[CH:22]=[C:23](OB(O)O)[CH:24]=[CH:25][CH:26]=1)=[O:20].C(=O)([O-])[O-].[Na+].[Na+].